This data is from NCI-60 drug combinations with 297,098 pairs across 59 cell lines. The task is: Regression. Given two drug SMILES strings and cell line genomic features, predict the synergy score measuring deviation from expected non-interaction effect. (1) Drug 2: CN(CCCl)CCCl.Cl. Drug 1: C1=CN(C(=O)N=C1N)C2C(C(C(O2)CO)O)O.Cl. Synergy scores: CSS=10.0, Synergy_ZIP=-4.02, Synergy_Bliss=1.86, Synergy_Loewe=-8.95, Synergy_HSA=0.290. Cell line: MDA-MB-435. (2) Drug 1: CN(C(=O)NC(C=O)C(C(C(CO)O)O)O)N=O. Drug 2: CCC1(C2=C(COC1=O)C(=O)N3CC4=CC5=C(C=CC(=C5CN(C)C)O)N=C4C3=C2)O.Cl. Cell line: HCT-15. Synergy scores: CSS=-7.02, Synergy_ZIP=-6.50, Synergy_Bliss=-14.9, Synergy_Loewe=-59.4, Synergy_HSA=-21.6. (3) Drug 1: CC1=C2C(C(=O)C3(C(CC4C(C3C(C(C2(C)C)(CC1OC(=O)C(C(C5=CC=CC=C5)NC(=O)C6=CC=CC=C6)O)O)OC(=O)C7=CC=CC=C7)(CO4)OC(=O)C)O)C)OC(=O)C. Drug 2: C1CN(P(=O)(OC1)NCCCl)CCCl. Cell line: EKVX. Synergy scores: CSS=8.57, Synergy_ZIP=-5.66, Synergy_Bliss=-4.31, Synergy_Loewe=-15.4, Synergy_HSA=-3.16. (4) Drug 1: C1CCN(CC1)CCOC2=CC=C(C=C2)C(=O)C3=C(SC4=C3C=CC(=C4)O)C5=CC=C(C=C5)O. Drug 2: C1C(C(OC1N2C=NC(=NC2=O)N)CO)O. Cell line: DU-145. Synergy scores: CSS=2.78, Synergy_ZIP=-0.0729, Synergy_Bliss=3.77, Synergy_Loewe=-4.64, Synergy_HSA=-0.377. (5) Drug 1: CC12CCC(CC1=CCC3C2CCC4(C3CC=C4C5=CN=CC=C5)C)O. Drug 2: CCC1(C2=C(COC1=O)C(=O)N3CC4=CC5=C(C=CC(=C5CN(C)C)O)N=C4C3=C2)O.Cl. Cell line: SF-539. Synergy scores: CSS=38.0, Synergy_ZIP=-7.82, Synergy_Bliss=-2.70, Synergy_Loewe=-14.0, Synergy_HSA=-2.13. (6) Drug 1: C1=CC(=CC=C1CCC2=CNC3=C2C(=O)NC(=N3)N)C(=O)NC(CCC(=O)O)C(=O)O. Drug 2: CCCCCOC(=O)NC1=NC(=O)N(C=C1F)C2C(C(C(O2)C)O)O. Cell line: DU-145. Synergy scores: CSS=22.5, Synergy_ZIP=1.26, Synergy_Bliss=4.77, Synergy_Loewe=-4.58, Synergy_HSA=5.79. (7) Drug 1: CC=C1C(=O)NC(C(=O)OC2CC(=O)NC(C(=O)NC(CSSCCC=C2)C(=O)N1)C(C)C)C(C)C. Drug 2: C(=O)(N)NO. Cell line: COLO 205. Synergy scores: CSS=26.5, Synergy_ZIP=4.34, Synergy_Bliss=0.0973, Synergy_Loewe=-37.4, Synergy_HSA=-8.12. (8) Drug 1: CC12CCC(CC1=CCC3C2CCC4(C3CC=C4C5=CN=CC=C5)C)O. Drug 2: CN(C)C1=NC(=NC(=N1)N(C)C)N(C)C. Cell line: T-47D. Synergy scores: CSS=3.75, Synergy_ZIP=-0.481, Synergy_Bliss=3.77, Synergy_Loewe=-8.71, Synergy_HSA=-0.236. (9) Drug 1: CC1C(C(CC(O1)OC2CC(CC3=C2C(=C4C(=C3O)C(=O)C5=C(C4=O)C(=CC=C5)OC)O)(C(=O)CO)O)N)O.Cl. Drug 2: CC1C(C(CC(O1)OC2CC(CC3=C2C(=C4C(=C3O)C(=O)C5=C(C4=O)C(=CC=C5)OC)O)(C(=O)CO)O)N)O.Cl. Cell line: SNB-75. Synergy scores: CSS=51.7, Synergy_ZIP=-5.50, Synergy_Bliss=-0.750, Synergy_Loewe=-1.23, Synergy_HSA=2.70. (10) Drug 1: C1=NC2=C(N=C(N=C2N1C3C(C(C(O3)CO)O)O)F)N. Drug 2: CCCCCOC(=O)NC1=NC(=O)N(C=C1F)C2C(C(C(O2)C)O)O. Cell line: NCI-H460. Synergy scores: CSS=-1.04, Synergy_ZIP=0.369, Synergy_Bliss=-0.147, Synergy_Loewe=-2.40, Synergy_HSA=-2.29.